From a dataset of NCI-60 drug combinations with 297,098 pairs across 59 cell lines. Regression. Given two drug SMILES strings and cell line genomic features, predict the synergy score measuring deviation from expected non-interaction effect. (1) Drug 1: CC1=CC2C(CCC3(C2CCC3(C(=O)C)OC(=O)C)C)C4(C1=CC(=O)CC4)C. Drug 2: CC1CCC2CC(C(=CC=CC=CC(CC(C(=O)C(C(C(=CC(C(=O)CC(OC(=O)C3CCCCN3C(=O)C(=O)C1(O2)O)C(C)CC4CCC(C(C4)OC)O)C)C)O)OC)C)C)C)OC. Cell line: UACC62. Synergy scores: CSS=10.2, Synergy_ZIP=-7.17, Synergy_Bliss=-6.85, Synergy_Loewe=-24.1, Synergy_HSA=-6.98. (2) Drug 1: C#CCC(CC1=CN=C2C(=N1)C(=NC(=N2)N)N)C3=CC=C(C=C3)C(=O)NC(CCC(=O)O)C(=O)O. Drug 2: CN(CCCl)CCCl.Cl. Cell line: HCT-15. Synergy scores: CSS=18.4, Synergy_ZIP=-9.61, Synergy_Bliss=-4.91, Synergy_Loewe=-4.25, Synergy_HSA=-5.09. (3) Drug 1: CC1=C2C(C(=O)C3(C(CC4C(C3C(C(C2(C)C)(CC1OC(=O)C(C(C5=CC=CC=C5)NC(=O)C6=CC=CC=C6)O)O)OC(=O)C7=CC=CC=C7)(CO4)OC(=O)C)O)C)OC(=O)C. Drug 2: CC(C)(C#N)C1=CC(=CC(=C1)CN2C=NC=N2)C(C)(C)C#N. Cell line: RXF 393. Synergy scores: CSS=0.804, Synergy_ZIP=-0.253, Synergy_Bliss=-1.01, Synergy_Loewe=-0.137, Synergy_HSA=-1.27. (4) Drug 1: CN1CCC(CC1)COC2=C(C=C3C(=C2)N=CN=C3NC4=C(C=C(C=C4)Br)F)OC. Drug 2: CN(C)C1=NC(=NC(=N1)N(C)C)N(C)C. Cell line: TK-10. Synergy scores: CSS=11.9, Synergy_ZIP=-0.952, Synergy_Bliss=1.48, Synergy_Loewe=-34.0, Synergy_HSA=-2.28. (5) Drug 1: C1CC(=O)NC(=O)C1N2CC3=C(C2=O)C=CC=C3N. Drug 2: CN(C)C1=NC(=NC(=N1)N(C)C)N(C)C. Cell line: HOP-62. Synergy scores: CSS=-0.682, Synergy_ZIP=-0.367, Synergy_Bliss=0.935, Synergy_Loewe=-2.21, Synergy_HSA=-3.70. (6) Drug 1: C1=NC2=C(N=C(N=C2N1C3C(C(C(O3)CO)O)O)F)N. Drug 2: C(=O)(N)NO. Cell line: UACC-257. Synergy scores: CSS=0.0505, Synergy_ZIP=-0.633, Synergy_Bliss=-1.95, Synergy_Loewe=-1.16, Synergy_HSA=-2.55. (7) Drug 1: CC1=C2C(C(=O)C3(C(CC4C(C3C(C(C2(C)C)(CC1OC(=O)C(C(C5=CC=CC=C5)NC(=O)OC(C)(C)C)O)O)OC(=O)C6=CC=CC=C6)(CO4)OC(=O)C)OC)C)OC. Drug 2: C1CN(P(=O)(OC1)NCCCl)CCCl. Cell line: HCT116. Synergy scores: CSS=73.7, Synergy_ZIP=18.7, Synergy_Bliss=18.3, Synergy_Loewe=-17.8, Synergy_HSA=18.4. (8) Drug 1: CC1=CC2C(CCC3(C2CCC3(C(=O)C)OC(=O)C)C)C4(C1=CC(=O)CC4)C. Drug 2: CC1C(C(CC(O1)OC2CC(CC3=C2C(=C4C(=C3O)C(=O)C5=C(C4=O)C(=CC=C5)OC)O)(C(=O)CO)O)N)O.Cl. Cell line: UACC-257. Synergy scores: CSS=65.4, Synergy_ZIP=8.04, Synergy_Bliss=10.7, Synergy_Loewe=-25.3, Synergy_HSA=10.4.